Dataset: CYP2C19 inhibition data for predicting drug metabolism from PubChem BioAssay. Task: Regression/Classification. Given a drug SMILES string, predict its absorption, distribution, metabolism, or excretion properties. Task type varies by dataset: regression for continuous measurements (e.g., permeability, clearance, half-life) or binary classification for categorical outcomes (e.g., BBB penetration, CYP inhibition). Dataset: cyp2c19_veith. (1) The compound is CC(C)Cn1c(-c2nn(C)cc2Cl)n[nH]c1=S. The result is 1 (inhibitor). (2) The molecule is O=C(c1cc(C(F)(F)F)cc(C(F)(F)F)c1)N1CCC[C@@]2(CCN(c3ncccn3)C2)C1. The result is 0 (non-inhibitor).